Predict the reactants needed to synthesize the given product. From a dataset of Full USPTO retrosynthesis dataset with 1.9M reactions from patents (1976-2016). Given the product [Cl:1][C:2]1[C:10]([Cl:11])=[CH:9][CH:8]=[CH:7][C:3]=1[C:4]([NH:26][CH2:25][C:19]1([C:16]2[CH:17]=[N:18][C:13]([CH3:12])=[N:14][CH:15]=2)[CH2:24][CH2:23][O:22][CH2:21][CH2:20]1)=[O:6], predict the reactants needed to synthesize it. The reactants are: [Cl:1][C:2]1[C:10]([Cl:11])=[CH:9][CH:8]=[CH:7][C:3]=1[C:4]([OH:6])=O.[CH3:12][C:13]1[N:18]=[CH:17][C:16]([C:19]2([CH2:25][NH2:26])[CH2:24][CH2:23][O:22][CH2:21][CH2:20]2)=[CH:15][N:14]=1.